This data is from Full USPTO retrosynthesis dataset with 1.9M reactions from patents (1976-2016). The task is: Predict the reactants needed to synthesize the given product. (1) Given the product [NH2:1][C:4]1[CH:5]=[C:6]2[C:11](=[CH:12][C:13]=1[O:14][CH2:15][CH2:16][CH2:17][N:18]1[CH2:23][CH2:22][O:21][CH2:20][CH2:19]1)[N:10]=[CH:9][N:8]=[C:7]2[NH:24][C:25]1[CH:30]=[CH:29][CH:28]=[CH:27][CH:26]=1, predict the reactants needed to synthesize it. The reactants are: [N+:1]([C:4]1[CH:5]=[C:6]2[C:11](=[CH:12][C:13]=1[O:14][CH2:15][CH2:16][CH2:17][N:18]1[CH2:23][CH2:22][O:21][CH2:20][CH2:19]1)[N:10]=[CH:9][N:8]=[C:7]2[NH:24][C:25]1[CH:30]=[CH:29][CH:28]=[CH:27][CH:26]=1)([O-])=O.O.NN. (2) The reactants are: [CH:1]([NH:4][C:5]1[CH:13]=[CH:12][C:11]([CH3:14])=[CH:10][C:6]=1[C:7]([OH:9])=O)([CH3:3])[CH3:2].CCN=C=NCCCN(C)C.C1C=CC2N(O)N=NC=2C=1.CCN(C(C)C)C(C)C.[CH3:45][C:46]([NH2:50])([C:48]#[CH:49])[CH3:47]. Given the product [CH:1]([NH:4][C:5]1[CH:13]=[CH:12][C:11]([CH3:14])=[CH:10][C:6]=1[C:7]([NH:50][C:46]([CH3:47])([C:48]#[CH:49])[CH3:45])=[O:9])([CH3:2])[CH3:3], predict the reactants needed to synthesize it. (3) Given the product [NH2:18][CH2:17][CH2:16][NH:19][C:9](=[O:10])[O:11][C:12]([CH3:13])([CH3:14])[CH3:15], predict the reactants needed to synthesize it. The reactants are: [C:9](O[C:9]([O:11][C:12]([CH3:15])([CH3:14])[CH3:13])=[O:10])([O:11][C:12]([CH3:15])([CH3:14])[CH3:13])=[O:10].[CH2:16]([NH2:19])[CH2:17][NH2:18]. (4) Given the product [Br:15][CH:4]([CH2:3][CH2:2][Cl:1])[C:5]([C:7]1[CH:12]=[CH:11][C:10]([Cl:13])=[CH:9][C:8]=1[Cl:14])=[O:6], predict the reactants needed to synthesize it. The reactants are: [Cl:1][CH2:2][CH2:3][CH2:4][C:5]([C:7]1[CH:12]=[CH:11][C:10]([Cl:13])=[CH:9][C:8]=1[Cl:14])=[O:6].[Br:15]Br.[OH-].[Na+].OS([O-])=O.[Na+].